This data is from Full USPTO retrosynthesis dataset with 1.9M reactions from patents (1976-2016). The task is: Predict the reactants needed to synthesize the given product. (1) Given the product [Cl:17][C:18]1[CH:19]=[CH:20][C:21]([C:24]2[CH:29]=[CH:28][C:27]([CH3:30])=[C:26]([CH2:31][C:32]([NH:1][C:2]3[N:3]=[CH:4][S:5][C:6]=3[C:7]([O:9][CH3:10])=[O:8])=[O:33])[CH:25]=2)=[CH:22][CH:23]=1, predict the reactants needed to synthesize it. The reactants are: [NH2:1][C:2]1[N:3]=[CH:4][S:5][C:6]=1[C:7]([O:9][CH3:10])=[O:8].N1C=CC=CC=1.[Cl:17][C:18]1[CH:23]=[CH:22][C:21]([C:24]2[CH:29]=[CH:28][C:27]([CH3:30])=[C:26]([CH2:31][C:32](Cl)=[O:33])[CH:25]=2)=[CH:20][CH:19]=1. (2) Given the product [Cl:29][CH2:2][C:3]1[S:7][C:6]([C:8]2[NH:9][C:10]3[C:15]([CH:16]=2)=[CH:14][CH:13]=[CH:12][C:11]=3[N:17]([CH3:26])[S:18]([C:21]2[S:22][CH:23]=[CH:24][CH:25]=2)(=[O:20])=[O:19])=[N:5][CH:4]=1, predict the reactants needed to synthesize it. The reactants are: O[CH2:2][C:3]1[S:7][C:6]([C:8]2[NH:9][C:10]3[C:15]([CH:16]=2)=[CH:14][CH:13]=[CH:12][C:11]=3[N:17]([CH3:26])[S:18]([C:21]2[S:22][CH:23]=[CH:24][CH:25]=2)(=[O:20])=[O:19])=[N:5][CH:4]=1.S(Cl)([Cl:29])=O.O1CCCC1. (3) Given the product [ClH:32].[NH2:23][CH:18]1[CH2:17][CH2:16][C:15]2[N:14]=[C:13]([N:8]3[C:9](=[O:12])[CH:10]=[N:11][C:6]4[CH:5]=[CH:4][C:3]([O:2][CH3:1])=[N:31][C:7]3=4)[N:22]=[CH:21][C:20]=2[CH2:19]1, predict the reactants needed to synthesize it. The reactants are: [CH3:1][O:2][C:3]1[CH:4]=[CH:5][C:6]2[N:11]=[CH:10][C:9](=[O:12])[N:8]([C:13]3[N:22]=[CH:21][C:20]4[CH2:19][CH:18]([NH:23]C(=O)OC(C)(C)C)[CH2:17][CH2:16][C:15]=4[N:14]=3)[C:7]=2[N:31]=1.[ClH:32].O1CCOCC1. (4) Given the product [CH2:35]([C:31]1[CH:30]=[C:29]([C:25]2[CH:24]=[C:23]([C:21]3[CH2:20][C:19](=[O:37])[NH:18][C:9]4[CH:10]=[C:11]([C:14]([F:17])([F:16])[F:15])[CH:12]=[CH:13][C:8]=4[N:7]=3)[CH:28]=[CH:27][CH:26]=2)[CH:34]=[CH:33][N:32]=1)[CH3:36], predict the reactants needed to synthesize it. The reactants are: C(OC(=O)[NH:7][C:8]1[CH:13]=[CH:12][C:11]([C:14]([F:17])([F:16])[F:15])=[CH:10][C:9]=1[NH:18][C:19](=[O:37])[CH2:20][C:21]([C:23]1[CH:28]=[CH:27][CH:26]=[C:25]([C:29]2[CH:34]=[CH:33][N:32]=[C:31]([CH2:35][CH3:36])[CH:30]=2)[CH:24]=1)=O)(C)(C)C.C(O)(C(F)(F)F)=O. (5) Given the product [CH2:10]([O:12][CH:13]([O:16][CH2:17][CH3:18])[CH2:14][NH:6][C:5]1[CH:7]=[CH:8][CH:9]=[C:3]([CH2:1][CH3:2])[CH:4]=1)[CH3:11], predict the reactants needed to synthesize it. The reactants are: [CH2:1]([C:3]1[CH:4]=[C:5]([CH:7]=[CH:8][CH:9]=1)[NH2:6])[CH3:2].[CH2:10]([O:12][CH:13]([O:16][CH2:17][CH3:18])[CH2:14]Br)[CH3:11].C(=O)(O)[O-].[Na+].